This data is from Full USPTO retrosynthesis dataset with 1.9M reactions from patents (1976-2016). The task is: Predict the reactants needed to synthesize the given product. (1) Given the product [Cl:19][C:20]1[CH:21]=[CH:22][C:23]2[N:24]([C:26]([S:29][C:2]3[CH:3]=[CH:4][C:5]4[N:6]([CH:8]=[C:9]([NH:11][C:12](=[O:18])[O:13][C:14]([CH3:17])([CH3:16])[CH3:15])[N:10]=4)[N:7]=3)=[N:27][N:28]=2)[CH:25]=1, predict the reactants needed to synthesize it. The reactants are: I[C:2]1[CH:3]=[CH:4][C:5]2[N:6]([CH:8]=[C:9]([NH:11][C:12](=[O:18])[O:13][C:14]([CH3:17])([CH3:16])[CH3:15])[N:10]=2)[N:7]=1.[Cl:19][C:20]1[CH:21]=[CH:22][C:23]2[N:24]([C:26]([SH:29])=[N:27][N:28]=2)[CH:25]=1.CC1(C)C2C=CC=C(P(C3C=CC=CC=3)C3C=CC=CC=3)C=2OC2C1=CC=CC=2P(C1C=CC=CC=1)C1C=CC=CC=1.CCN(C(C)C)C(C)C. (2) Given the product [Si:1]([O:8][CH2:9][CH2:10][N:11]1[CH:15]=[C:14]([NH2:16])[CH:13]=[N:12]1)([C:4]([CH3:7])([CH3:5])[CH3:6])([CH3:3])[CH3:2], predict the reactants needed to synthesize it. The reactants are: [Si:1]([O:8][CH2:9][CH2:10][N:11]1[CH:15]=[C:14]([N+:16]([O-])=O)[CH:13]=[N:12]1)([C:4]([CH3:7])([CH3:6])[CH3:5])([CH3:3])[CH3:2]. (3) Given the product [CH3:11][C:10]([CH3:12])([CH2:18][CH2:19][CH2:20][CH2:21][CH2:22][CH2:23][CH2:24][Br:25])[C:9]([O:14][CH2:15][CH3:16])=[O:13], predict the reactants needed to synthesize it. The reactants are: [Li+].CC([N-]C(C)C)C.[C:9]([O:14][CH2:15][CH3:16])(=[O:13])[CH:10]([CH3:12])[CH3:11].Br[CH2:18][CH2:19][CH2:20][CH2:21][CH2:22][CH2:23][CH2:24][Br:25]. (4) The reactants are: [Cl:1][C:2]1[C:7]([Cl:8])=[CH:6][CH:5]=[CH:4][C:3]=1[N:9]1[CH2:14][CH2:13][N:12]([CH2:15][CH2:16][CH2:17][CH2:18][O:19][C:20]2[N:29]=[C:28]3[C:23]([C:24](=[O:33])[C:25]([CH3:32])([CH3:31])[C:26](=[O:30])[NH:27]3)=[CH:22][CH:21]=2)[CH2:11][CH2:10]1.[BH4-].[Na+]. Given the product [Cl:1][C:2]1[C:7]([Cl:8])=[CH:6][CH:5]=[CH:4][C:3]=1[N:9]1[CH2:14][CH2:13][N:12]([CH2:15][CH2:16][CH2:17][CH2:18][O:19][C:20]2[N:29]=[C:28]3[C:23]([CH:24]([OH:33])[C:25]([CH3:31])([CH3:32])[C:26](=[O:30])[NH:27]3)=[CH:22][CH:21]=2)[CH2:11][CH2:10]1, predict the reactants needed to synthesize it. (5) Given the product [Cl:1][C:2]1[CH:7]=[CH:6][C:5]([CH:8]([C:26]2[CH:27]=[CH:28][C:29]([Cl:32])=[CH:30][CH:31]=2)[C:9]2[CH:10]=[C:11]3[C:16](=[CH:17][CH:18]=2)[N:15]=[N:14][CH:13]=[C:12]3[NH:19][CH:20]2[CH2:21][CH2:22][N:23]([CH2:34][C:35]3[CH:36]=[C:37]([CH:42]=[CH:43][CH:44]=3)[C:38]([O:40][CH3:41])=[O:39])[CH2:24][CH2:25]2)=[CH:4][CH:3]=1, predict the reactants needed to synthesize it. The reactants are: [Cl:1][C:2]1[CH:7]=[CH:6][C:5]([CH:8]([C:26]2[CH:31]=[CH:30][C:29]([Cl:32])=[CH:28][CH:27]=2)[C:9]2[CH:10]=[C:11]3[C:16](=[CH:17][CH:18]=2)[N:15]=[N:14][CH:13]=[C:12]3[NH:19][CH:20]2[CH2:25][CH2:24][NH:23][CH2:22][CH2:21]2)=[CH:4][CH:3]=1.Br[CH2:34][C:35]1[CH:36]=[C:37]([CH:42]=[CH:43][CH:44]=1)[C:38]([O:40][CH3:41])=[O:39].C(=O)([O-])[O-].[K+].[K+]. (6) Given the product [CH3:29][O:28][CH2:27][C:24]1[N:23]=[CH:22][C:21]([O:20][C:16]2[CH:17]=[C:18]3[C:13](=[C:14]([O:30][CH:31]4[CH2:36][CH2:35][O:34][CH2:33][CH2:32]4)[CH:15]=2)[NH:12][C:11]([C:9]2[S:10][CH:6]([CH2:5][C:4]([OH:37])=[O:3])[CH2:7][N:8]=2)=[CH:19]3)=[CH:26][CH:25]=1, predict the reactants needed to synthesize it. The reactants are: C([O:3][C:4](=[O:37])[CH2:5][CH:6]1[S:10][C:9]([C:11]2[NH:12][C:13]3[C:18]([CH:19]=2)=[CH:17][C:16]([O:20][C:21]2[CH:22]=[N:23][C:24]([CH2:27][O:28][CH3:29])=[CH:25][CH:26]=2)=[CH:15][C:14]=3[O:30][CH:31]2[CH2:36][CH2:35][O:34][CH2:33][CH2:32]2)=[N:8][CH2:7]1)C.[OH-].[Na+].O1CCCC1. (7) Given the product [CH3:59][CH:58]([C:60]1[N:64]([CH2:65][CH2:66][C@@H:67]([OH:75])[CH2:68][C@@H:69]([OH:74])[CH2:70][C:71]([O-:73])=[O:72])[C:63]([C:76]2[CH:81]=[CH:80][C:79]([F:82])=[CH:78][CH:77]=2)=[C:62]([C:83]2[CH:88]=[CH:87][CH:86]=[CH:85][CH:84]=2)[C:61]=1[C:89]([NH:91][C:92]1[CH:97]=[CH:96][CH:95]=[CH:94][CH:93]=1)=[O:90])[CH3:57].[CH3:59][CH:58]([C:60]1[N:64]([CH2:65][CH2:66][C@@H:67]([OH:75])[CH2:68][C@@H:69]([OH:74])[CH2:70][C:71]([O-:73])=[O:72])[C:63]([C:76]2[CH:81]=[CH:80][C:79]([F:82])=[CH:78][CH:77]=2)=[C:62]([C:83]2[CH:88]=[CH:87][CH:86]=[CH:85][CH:84]=2)[C:61]=1[C:89]([NH:91][C:92]1[CH:97]=[CH:96][CH:95]=[CH:94][CH:93]=1)=[O:90])[CH3:57].[Ca+2:52], predict the reactants needed to synthesize it. The reactants are: CC(C(CCCCN1C(C(C)C)=C(C(NC2C=CC=CC=2)=O)C(C2C=CC=CC=2)=C1C1C=CC(F)=CC=1)C(O)(O)C([O-])=O)(C)C.[OH-].[Na+].C([O-])(=O)C.[Ca+2:52].C([O-])(=O)C.[CH3:57][CH:58]([C:60]1[N:64]([CH2:65][CH2:66][C@@H:67]([OH:75])[CH2:68][C@@H:69]([OH:74])[CH2:70][C:71]([OH:73])=[O:72])[C:63]([C:76]2[CH:77]=[CH:78][C:79]([F:82])=[CH:80][CH:81]=2)=[C:62]([C:83]2[CH:84]=[CH:85][CH:86]=[CH:87][CH:88]=2)[C:61]=1[C:89]([NH:91][C:92]1[CH:93]=[CH:94][CH:95]=[CH:96][CH:97]=1)=[O:90])[CH3:59]. (8) Given the product [CH2:28]([O:27][CH:5]([CH2:6][C:7]1[CH:12]=[CH:11][C:10]([O:13][CH2:14][C:15]2[N:16]=[C:17]([C:20]3[CH:21]=[CH:22][CH:23]=[CH:24][CH:25]=3)[S:18][CH:19]=2)=[CH:9][C:8]=1[CH3:26])[C:4]([OH:30])=[O:3])[CH3:29], predict the reactants needed to synthesize it. The reactants are: C([O:3][C:4](=[O:30])[CH:5]([O:27][CH2:28][CH3:29])[CH2:6][C:7]1[CH:12]=[CH:11][C:10]([O:13][CH2:14][C:15]2[N:16]=[C:17]([C:20]3[CH:25]=[CH:24][CH:23]=[CH:22][CH:21]=3)[S:18][CH:19]=2)=[CH:9][C:8]=1[CH3:26])C.[Li+].[OH-]. (9) Given the product [CH2:12]([O:11][C:9]([O:8][C@H:7]1[C@H:15]([O:16][P:17]2(=[O:28])[O:18][CH2:19][C:24]3[CH:25]=[CH:26][CH:27]=[CH:20][C:21]=3[CH2:22][O:23]2)[C@@H:29]([CH2:31][O:32][CH2:33][C:34]2[CH:35]=[CH:36][CH:37]=[CH:38][CH:39]=2)[O:30][C@@H:5]([O:4][CH2:3][C@H:2]2[O:74][C@@H:65]([O:66][Si:67]([C:70]([CH3:73])([CH3:72])[CH3:71])([CH3:69])[CH3:68])[C@H:64]([N:61]=[N+:62]=[N-:63])[C@@H:77]([OH:78])[C@@H:76]2[O:79][CH2:80][C:81]2[CH:82]=[CH:83][CH:84]=[CH:85][CH:86]=2)[C@@H:6]1[NH:40][C:41]([O:43][CH2:44][CH:45]1[C:57]2[CH:56]=[CH:55][CH:54]=[CH:53][C:52]=2[C:51]2[C:46]1=[CH:47][CH:48]=[CH:49][CH:50]=2)=[O:42])=[O:10])[CH:13]=[CH2:14], predict the reactants needed to synthesize it. The reactants are: Cl[C:2](Cl)(Cl)[C:3](=N)[O:4][CH:5]1[O:30][C@H:29]([CH2:31][O:32][CH2:33][C:34]2[CH:39]=[CH:38][CH:37]=[CH:36][CH:35]=2)[C@@H:15]([O:16][P:17]2(=[O:28])[O:23][CH2:22][C:21]3[CH:24]=[CH:25][CH:26]=[CH:27][C:20]=3[CH2:19][O:18]2)[C@H:7]([O:8][C:9]([O:11][CH2:12][CH:13]=[CH2:14])=[O:10])[C@H:6]1[NH:40][C:41]([O:43][CH2:44][CH:45]1[C:57]2[CH:56]=[CH:55][CH:54]=[CH:53][C:52]=2[C:51]2[C:46]1=[CH:47][CH:48]=[CH:49][CH:50]=2)=[O:42].[N:61]([C@@H:64]1[C@@H:77]([OH:78])[C@H:76]([O:79][CH2:80][C:81]2[CH:86]=[CH:85][CH:84]=[CH:83][CH:82]=2)[C@@H](CO)[O:74][C@H:65]1[O:66][Si:67]([C:70]([CH3:73])([CH3:72])[CH3:71])([CH3:69])[CH3:68])=[N+:62]=[N-:63]. (10) The reactants are: [OH-:1].[K+].[C:3]1([C:9]2([C:12]#N)[CH2:11][CH2:10]2)[CH:8]=[CH:7][CH:6]=[CH:5][CH:4]=1.[OH2:14]. Given the product [C:3]1([C:9]2([C:12]([OH:14])=[O:1])[CH2:11][CH2:10]2)[CH:8]=[CH:7][CH:6]=[CH:5][CH:4]=1, predict the reactants needed to synthesize it.